This data is from Full USPTO retrosynthesis dataset with 1.9M reactions from patents (1976-2016). The task is: Predict the reactants needed to synthesize the given product. (1) Given the product [F:16][B-:15]([F:19])([F:18])[F:17].[CH3:1][C:2]1[CH:8]=[C:7]([CH3:9])[CH:6]=[CH:5][C:3]=1[N+:4]#[N:10], predict the reactants needed to synthesize it. The reactants are: [CH3:1][C:2]1[CH:8]=[C:7]([CH3:9])[CH:6]=[CH:5][C:3]=1[NH2:4].[N:10]([O-])=O.[Na+].[H+].[B-:15]([F:19])([F:18])([F:17])[F:16]. (2) Given the product [OH:22][C:19]1[CH:18]=[CH:17][C:16]([CH:11]([N:10]2[CH:3]=[CH:7][CH:6]=[CH:5]2)[CH2:12][C:13]([OH:15])=[O:14])=[CH:21][CH:20]=1, predict the reactants needed to synthesize it. The reactants are: CO[CH:3]1[CH2:7][CH2:6][CH:5](OC)O1.[NH2:10][CH:11]([C:16]1[CH:21]=[CH:20][C:19]([OH:22])=[CH:18][CH:17]=1)[CH2:12][C:13]([OH:15])=[O:14].C([O-])(=O)C.[Na+]. (3) Given the product [C:27]([C:24]1[CH:23]=[CH:22][C:21]([C:19]2[CH:20]=[C:15]([CH:10]3[CH2:11][CH:12]4[NH:8][CH:9]3[CH2:14][CH2:13]4)[CH:16]=[N:17][C:18]=2[F:29])=[CH:26][CH:25]=1)#[N:28], predict the reactants needed to synthesize it. The reactants are: C(OC([N:8]1[CH:12]2[CH2:13][CH2:14][CH:9]1[CH:10]([C:15]1[CH:16]=[N:17][C:18]([F:29])=[C:19]([C:21]3[CH:26]=[CH:25][C:24]([C:27]#[N:28])=[CH:23][CH:22]=3)[CH:20]=1)[CH2:11]2)=O)(C)(C)C.C(O)(C(F)(F)F)=O.[NH4+].[OH-].